This data is from Catalyst prediction with 721,799 reactions and 888 catalyst types from USPTO. The task is: Predict which catalyst facilitates the given reaction. (1) Reactant: C(N[C@H](C(O)=O)CC(C)C)(=O)C.[CH2:13]([O:15][C:16]1[CH:17]=[C:18]([C@H:24]([NH2:30])[CH2:25][S:26]([CH3:29])(=[O:28])=[O:27])[CH:19]=[CH:20][C:21]=1[O:22][CH3:23])[CH3:14].[C:31]([NH:34][C:35]1[CH:45]=[CH:44][CH:43]=[C:37]2[C:38]([O:40][C:41](=O)[C:36]=12)=[O:39])(=[O:33])[CH3:32].C(O)(=O)C.C=CCl. Product: [CH2:13]([O:15][C:16]1[CH:17]=[C:18]([CH:24]([N:30]2[C:41](=[O:40])[C:36]3[C:37](=[CH:43][CH:44]=[CH:45][C:35]=3[NH:34][C:31](=[O:33])[CH3:32])[C:38]2=[O:39])[CH2:25][S:26]([CH3:29])(=[O:28])=[O:27])[CH:19]=[CH:20][C:21]=1[O:22][CH3:23])[CH3:14]. The catalyst class is: 14. (2) Reactant: C([Zn][CH2:4][CH3:5])C.FC(F)(F)C(O)=O.ICI.[C:16]12([CH2:26][O:27][C:28]3[C:40](/[CH:41]=[CH:42]/C)=[CH:39][C:31]([C:32]([O:34]C(C)(C)C)=[O:33])=[C:30]([F:44])[CH:29]=3)[CH2:25][CH:20]3[CH2:21][CH:22]([CH2:24][CH:18]([CH2:19]3)[CH2:17]1)[CH2:23]2.Cl. Product: [C:16]12([CH2:26][O:27][C:28]3[C:40]([C@@H:41]4[CH2:42][C@H:4]4[CH3:5])=[CH:39][C:31]([C:32]([OH:34])=[O:33])=[C:30]([F:44])[CH:29]=3)[CH2:23][CH:22]3[CH2:21][CH:20]([CH2:19][CH:18]([CH2:24]3)[CH2:17]1)[CH2:25]2. The catalyst class is: 4. (3) Reactant: [C:1](Cl)(Cl)=[O:2].[CH3:5][O:6][C:7]1[CH:13]=[CH:12][C:11]([C:14]([F:17])([F:16])[F:15])=[CH:10][C:8]=1[NH2:9].N1C=CC=CC=1. Product: [CH3:5][O:6][C:7]1[CH:13]=[CH:12][C:11]([C:14]([F:15])([F:17])[F:16])=[CH:10][C:8]=1[N:9]=[C:1]=[O:2]. The catalyst class is: 2. (4) Reactant: [F:1][C:2]1[CH:3]=[C:4]([NH:9][C:10]([NH:12][C@H:13]2[CH2:21][C@H:20]3[C@:16]([C:22]4[CH:27]=[CH:26][C:25]([O:28][CH3:29])=[C:24]([O:30][CH3:31])[CH:23]=4)([CH2:17][CH2:18][NH:19]3)[CH2:15][CH2:14]2)=[O:11])[CH:5]=[CH:6][C:7]=1[F:8].C(N(CC)CC)C.[Cl:39][CH2:40][C:41](Cl)=[O:42]. Product: [Cl:39][CH2:40][C:41]([N:19]1[C@@H:20]2[C@@:16]([C:22]3[CH:27]=[CH:26][C:25]([O:28][CH3:29])=[C:24]([O:30][CH3:31])[CH:23]=3)([CH2:15][CH2:14][C@@H:13]([NH:12][C:10]([NH:9][C:4]3[CH:5]=[CH:6][C:7]([F:8])=[C:2]([F:1])[CH:3]=3)=[O:11])[CH2:21]2)[CH2:17][CH2:18]1)=[O:42]. The catalyst class is: 2.